This data is from Forward reaction prediction with 1.9M reactions from USPTO patents (1976-2016). The task is: Predict the product of the given reaction. Given the reactants O1C2C=CC(CN(C3CCN(CC[N:28]4[C:37]5[C:32](=[CH:33][CH:34]=[CH:35][CH:36]=5)[CH:31]=[CH:30][C:29]4=[O:38])CC3)C(=O)OC(C)(C)C)=CC=2OCC1.[ClH:39].C(OCC)(=O)C, predict the reaction product. The product is: [ClH:39].[NH:28]1[C:37]2[C:32](=[CH:33][CH:34]=[CH:35][CH:36]=2)[CH:31]=[CH:30][C:29]1=[O:38].